From a dataset of Reaction yield outcomes from USPTO patents with 853,638 reactions. Predict the reaction yield, written as a fraction of the theoretical maximum amount of product (1.0 means a 100% yield; for example, 0.34 means a 34% yield). (1) The reactants are [CH3:1][N:2]1[CH:6]=[CH:5][CH:4]=[C:3]1[Li].Br[C:9]1[CH:10]=[N:11][CH:12]=[CH:13][CH:14]=1. The catalyst is C1COCC1.[Zn+2].[Br-].[Br-]. The product is [CH3:1][N:2]1[CH:6]=[CH:5][CH:4]=[C:3]1[C:9]1[CH:10]=[N:11][CH:12]=[CH:13][CH:14]=1. The yield is 0.620. (2) The product is [N:13]1[CH:18]=[CH:17][C:16]([C:2]2[CH:3]=[C:4]3[C:9](=[CH:10][CH:11]=2)[N:8]=[C:7]([NH2:12])[N:6]=[CH:5]3)=[CH:15][CH:14]=1. The reactants are Br[C:2]1[CH:3]=[C:4]2[C:9](=[CH:10][CH:11]=1)[N:8]=[C:7]([NH2:12])[N:6]=[CH:5]2.[N:13]1[CH:18]=[CH:17][C:16](B(O)O)=[CH:15][CH:14]=1.C([O-])([O-])=O.[K+].[K+]. The catalyst is COCCOC.O.C1C=CC([P]([Pd]([P](C2C=CC=CC=2)(C2C=CC=CC=2)C2C=CC=CC=2)([P](C2C=CC=CC=2)(C2C=CC=CC=2)C2C=CC=CC=2)[P](C2C=CC=CC=2)(C2C=CC=CC=2)C2C=CC=CC=2)(C2C=CC=CC=2)C2C=CC=CC=2)=CC=1. The yield is 0.510. (3) The product is [CH2:1]([O:3][C:4]([C:6]1[NH:7][C:8]([CH3:21])=[C:9]([C:12]2[CH:13]=[CH:14][C:15]([C:18](=[O:20])[NH:35][C:31]3[CH:32]=[CH:33][CH:34]=[C:29]([Br:28])[CH:30]=3)=[CH:16][CH:17]=2)[C:10]=1[CH3:11])=[O:5])[CH3:2]. The catalyst is CN(C=O)C.C(Cl)Cl. The yield is 0.220. The reactants are [CH2:1]([O:3][C:4]([C:6]1[NH:7][C:8]([CH3:21])=[C:9]([C:12]2[CH:17]=[CH:16][C:15]([C:18]([OH:20])=O)=[CH:14][CH:13]=2)[C:10]=1[CH3:11])=[O:5])[CH3:2].C(Cl)(=O)C(Cl)=O.[Br:28][C:29]1[CH:30]=[C:31]([NH2:35])[CH:32]=[CH:33][CH:34]=1.C(=O)(O)[O-].[Na+].